From a dataset of Forward reaction prediction with 1.9M reactions from USPTO patents (1976-2016). Predict the product of the given reaction. (1) The product is: [NH:1]1[C:9]2[C:4](=[CH:5][C:6]([C:10]([NH:15][NH2:16])=[O:12])=[CH:7][CH:8]=2)[CH:3]=[N:2]1. Given the reactants [NH:1]1[C:9]2[C:4](=[CH:5][C:6]([C:10]([O:12]C)=O)=[CH:7][CH:8]=2)[CH:3]=[N:2]1.O.[NH2:15][NH2:16], predict the reaction product. (2) Given the reactants [CH3:1][O:2][C:3]1[CH:4]=[CH:5][C:6]2[NH:12][C:11](=[O:13])[N:10]([CH:14]3[CH2:19][CH2:18][N:17]([C:20]4[N:25]=[CH:24][N:23]=[C:22]([C:26](O)=[O:27])[CH:21]=4)[CH2:16][CH2:15]3)[CH2:9][CH2:8][C:7]=2[CH:29]=1.[CH3:30][C:31]1[CH:32]=[C:33]([NH2:40])[CH:34]=[C:35]2[C:39]=1[NH:38][N:37]=[CH:36]2.CN(C(ON1N=NC2C=CC=CC1=2)=[N+](C)C)C.[B-](F)(F)(F)F, predict the reaction product. The product is: [CH3:30][C:31]1[CH:32]=[C:33]([NH:40][C:26]([C:22]2[CH:21]=[C:20]([N:17]3[CH2:16][CH2:15][CH:14]([N:10]4[CH2:9][CH2:8][C:7]5[CH:29]=[C:3]([O:2][CH3:1])[CH:4]=[CH:5][C:6]=5[NH:12][C:11]4=[O:13])[CH2:19][CH2:18]3)[N:25]=[CH:24][N:23]=2)=[O:27])[CH:34]=[C:35]2[C:39]=1[NH:38][N:37]=[CH:36]2. (3) Given the reactants [CH3:1][C:2]([O:5][C:6]([NH:8][C@@H:9]([C:18]([OH:20])=[O:19])[CH2:10][CH2:11][C:12]1[CH:17]=[CH:16][CH:15]=[CH:14][CH:13]=1)=[O:7])([CH3:4])[CH3:3].[NH2:21][CH2:22][C:23]([OH:25])=[O:24].C1CN([P+](ON2N=NC3C=CC=CC2=3)(N2CCCC2)N2CCCC2)CC1.F[P-](F)(F)(F)(F)F.CCN(C(C)C)C(C)C, predict the reaction product. The product is: [CH3:4][C:2]([O:5][C:6]([NH:8][C@H:9]([C:18]([OH:20])=[O:19])[CH2:10][CH2:11][C:12]1[CH:13]=[CH:14][CH:15]=[CH:16][CH:17]=1)=[O:7])([CH3:1])[CH3:3].[NH2:21][CH2:22][C:23]([OH:25])=[O:24]. (4) Given the reactants [CH3:1][O:2][C:3]1[CH:10]=[CH:9][C:8]([O:11]COC)=[CH:7][C:4]=1[CH:5]=[O:6].Cl.C([O-])([O-])=O.[K+].[K+], predict the reaction product. The product is: [OH:11][C:8]1[CH:9]=[CH:10][C:3]([O:2][CH3:1])=[C:4]([CH:7]=1)[CH:5]=[O:6]. (5) Given the reactants [CH3:1][NH:2][C:3]1[N:8]=[C:7]([CH2:9][CH2:10][CH2:11][C:12]2[CH:13]=[CH:14][C:15]([CH2:18][C@@H:19]([C:21]([O:23]C)=[O:22])[NH2:20])=[N:16][CH:17]=2)[CH:6]=[CH:5][CH:4]=1.[Cl:25][C:26]1[CH:34]=[CH:33][CH:32]=[CH:31][C:27]=1[C:28](O)=[O:29].CN1CCOCC1.CN(C(ON1N=NC2C=CC=CC1=2)=[N+](C)C)C.[B-](F)(F)(F)F.[Li+].[OH-], predict the reaction product. The product is: [Cl:25][C:26]1[CH:34]=[CH:33][CH:32]=[CH:31][C:27]=1[C:28]([NH:20][C@H:19]([C:21]([OH:23])=[O:22])[CH2:18][C:15]1[CH:14]=[CH:13][C:12]([CH2:11][CH2:10][CH2:9][C:7]2[CH:6]=[CH:5][CH:4]=[C:3]([NH:2][CH3:1])[N:8]=2)=[CH:17][N:16]=1)=[O:29]. (6) The product is: [F:18][C:14]1([F:17])[CH2:15][CH2:16][N:11]([CH:8]2[CH2:7][CH2:6][C:5](=[O:4])[CH2:10][CH2:9]2)[CH2:12][CH2:13]1. Given the reactants O1[C:5]2([CH2:10][CH2:9][CH:8]([N:11]3[CH2:16][CH2:15][C:14]([F:18])([F:17])[CH2:13][CH2:12]3)[CH2:7][CH2:6]2)[O:4]CC1.[OH-].[Na+], predict the reaction product. (7) The product is: [Br:1][C:2]1[CH:10]=[CH:9][C:5]([C:6]([O:8][C:14]2[CH:13]=[C:12]([F:11])[C:17]([F:18])=[C:16]([F:19])[CH:15]=2)=[O:7])=[CH:4][CH:3]=1. Given the reactants [Br:1][C:2]1[CH:10]=[CH:9][C:5]([C:6]([OH:8])=[O:7])=[CH:4][CH:3]=1.[F:11][C:12]1[CH:13]=[C:14](O)[CH:15]=[C:16]([F:19])[C:17]=1[F:18].ClCCl.Cl.C(N=C=NCCCN(C)C)C, predict the reaction product. (8) Given the reactants [CH3:1][O:2][C:3]1[CH:8]=[CH:7][CH:6]=[C:5]([O:9][CH3:10])[C:4]=1B(O)O.[N+:14]([C:17]1[CH:18]=[CH:19][C:20](Br)=[C:21]([CH:26]=1)[C:22]([O:24][CH3:25])=[O:23])([O-:16])=[O:15].C(=O)([O-])[O-].[Cs+].[Cs+].O, predict the reaction product. The product is: [N+:14]([C:17]1[CH:18]=[CH:19][C:20]([C:4]2[C:3]([O:2][CH3:1])=[CH:8][CH:7]=[CH:6][C:5]=2[O:9][CH3:10])=[C:21]([CH:26]=1)[C:22]([O:24][CH3:25])=[O:23])([O-:16])=[O:15]. (9) Given the reactants [CH3:1][O:2][C:3](=[O:25])[CH2:4][C:5]1[CH:6]=[C:7]([C:13]2[CH:18]=[CH:17][C:16]([C:19]([F:22])([F:21])[F:20])=[CH:15][C:14]=2[CH:23]=O)[C:8]([O:11][CH3:12])=[CH:9][CH:10]=1.Cl.[NH2:27][CH2:28][C:29]([NH2:31])=[O:30], predict the reaction product. The product is: [CH3:1][O:2][C:3](=[O:25])[CH2:4][C:5]1[CH:6]=[C:7]([C:13]2[CH:18]=[CH:17][C:16]([C:19]([F:21])([F:22])[F:20])=[CH:15][C:14]=2[CH2:23][NH:27][CH2:28][C:29](=[O:30])[NH2:31])[C:8]([O:11][CH3:12])=[CH:9][CH:10]=1.